This data is from Forward reaction prediction with 1.9M reactions from USPTO patents (1976-2016). The task is: Predict the product of the given reaction. (1) Given the reactants [CH2:1]([O:3][C:4](=[O:32])[C@H:5]([OH:31])[CH2:6][N:7]([CH2:17][C:18]1[CH:23]=[CH:22][C:21]([C:24]2[CH:29]=[CH:28][CH:27]=[C:26]([Cl:30])[CH:25]=2)=[CH:20][CH:19]=1)[NH:8][C:9]([C:11]1[O:15][N:14]=[C:13]([OH:16])[CH:12]=1)=[O:10])[CH3:2].[CH:33](O)(C)C.Cl.O1CCOCC1, predict the reaction product. The product is: [CH:1]([O:3][C:4](=[O:32])[C@H:5]([OH:31])[CH2:6][N:7]([CH2:17][C:18]1[CH:23]=[CH:22][C:21]([C:24]2[CH:29]=[CH:28][CH:27]=[C:26]([Cl:30])[CH:25]=2)=[CH:20][CH:19]=1)[NH:8][C:9]([C:11]1[O:15][N:14]=[C:13]([OH:16])[CH:12]=1)=[O:10])([CH3:33])[CH3:2]. (2) Given the reactants [Li+].[OH-:2].[Si:3]([O:10][CH:11]([CH:19]([CH3:21])[CH3:20])[CH:12]([CH3:18])[CH2:13][CH2:14][C:15]([O-:17])=[O:16])([C:6]([CH3:9])([CH3:8])[CH3:7])([CH3:5])[CH3:4].Cl.[CH2:23]1[CH2:27][O:26][CH2:25][CH2:24]1.O, predict the reaction product. The product is: [CH3:25][O:26][C:27]1[CH:23]=[CH:24][C:12]([CH2:13][O:2][CH2:20][C@H:19]([CH3:21])[C@H:11]([O:10][Si:3]([C:6]([CH3:9])([CH3:8])[CH3:7])([CH3:4])[CH3:5])[C@@H:12]([CH3:18])[CH2:13][CH2:14][C:15]([OH:17])=[O:16])=[CH:11][CH:19]=1. (3) Given the reactants S(Cl)([Cl:3])=O.[C:5]1([CH2:11][CH2:12][C:13]([OH:15])=O)[CH:10]=[CH:9][CH:8]=[CH:7][CH:6]=1, predict the reaction product. The product is: [C:5]1([CH2:11][CH2:12][C:13]([Cl:3])=[O:15])[CH:10]=[CH:9][CH:8]=[CH:7][CH:6]=1. (4) Given the reactants [C:1]([C:3]1[CH:38]=[CH:37][C:6]([CH2:7][O:8][C:9]2[CH:32]=[CH:31][C:12]3[C:13]([CH2:16][CH2:17][CH:18]4[CH2:23][CH2:22][N:21](C(OC(C)(C)C)=O)[CH2:20][CH2:19]4)=[N:14][O:15][C:11]=3[C:10]=2[CH2:33][N:34]([CH3:36])[CH3:35])=[CH:5][CH:4]=1)#[N:2].Cl, predict the reaction product. The product is: [CH3:35][N:34]([CH2:33][C:10]1[C:11]2[O:15][N:14]=[C:13]([CH2:16][CH2:17][CH:18]3[CH2:23][CH2:22][NH:21][CH2:20][CH2:19]3)[C:12]=2[CH:31]=[CH:32][C:9]=1[O:8][CH2:7][C:6]1[CH:5]=[CH:4][C:3]([C:1]#[N:2])=[CH:38][CH:37]=1)[CH3:36]. (5) Given the reactants Cl[C:2]1[CH:11]=[C:10]([C:12]2[CH:13]=[N:14][C:15]([O:18][CH3:19])=[N:16][CH:17]=2)[C:9]2[CH2:8][CH2:7][CH2:6][CH2:5][C:4]=2[N:3]=1.[F:20][C:21]1[C:22]([CH2:27][OH:28])=[N:23][CH:24]=[CH:25][CH:26]=1, predict the reaction product. The product is: [F:20][C:21]1[C:22]([CH2:27][O:28][C:2]2[CH:11]=[C:10]([C:12]3[CH:13]=[N:14][C:15]([O:18][CH3:19])=[N:16][CH:17]=3)[C:9]3[CH2:8][CH2:7][CH2:6][CH2:5][C:4]=3[N:3]=2)=[N:23][CH:24]=[CH:25][CH:26]=1. (6) Given the reactants Br[C:2]1[C:3]([C:13]2[CH:18]=[CH:17][C:16]([CH3:19])=[CH:15][CH:14]=2)=[CH:4][C:5]2[O:9][C:8]([CH3:11])([CH3:10])[CH2:7][C:6]=2[CH:12]=1.[CH3:20][O:21][C:22]1[CH:27]=[CH:26][C:25]([N:28]2[CH2:33][CH2:32][NH:31][CH2:30][CH2:29]2)=[CH:24][CH:23]=1, predict the reaction product. The product is: [CH3:10][C:8]1([CH3:11])[CH2:7][C:6]2[CH:12]=[C:2]([N:31]3[CH2:30][CH2:29][N:28]([C:25]4[CH:24]=[CH:23][C:22]([O:21][CH3:20])=[CH:27][CH:26]=4)[CH2:33][CH2:32]3)[C:3]([C:13]3[CH:18]=[CH:17][C:16]([CH3:19])=[CH:15][CH:14]=3)=[CH:4][C:5]=2[O:9]1. (7) Given the reactants [F:1][C:2]([F:36])([F:35])[C:3]1[CH:4]=[C:5]([CH:28]=[C:29]([C:31]([F:34])([F:33])[F:32])[CH:30]=1)[CH2:6][N:7]([CH2:15][C:16]1[CH:21]=[C:20]([C:22]([F:25])([F:24])[F:23])[CH:19]=[CH:18][C:17]=1[CH2:26][OH:27])[C:8]1[N:13]=[CH:12][C:11]([Br:14])=[CH:10][N:9]=1.CC(C)=[O:39].OS(O)(=O)=O.O=[Cr](=O)=O.[Na].O, predict the reaction product. The product is: [F:36][C:2]([F:1])([F:35])[C:3]1[CH:4]=[C:5]([CH:28]=[C:29]([C:31]([F:34])([F:33])[F:32])[CH:30]=1)[CH2:6][N:7]([CH2:15][C:16]1[CH:21]=[C:20]([C:22]([F:25])([F:23])[F:24])[CH:19]=[CH:18][C:17]=1[C:26]([OH:39])=[O:27])[C:8]1[N:13]=[CH:12][C:11]([Br:14])=[CH:10][N:9]=1. (8) Given the reactants [NH2:1][C@H:2]1[CH2:7][CH2:6][CH2:5][C@H:4]([NH:8][C:9]2[N:18]=[C:17]([N:19]([CH3:21])[CH3:20])[C:16]3[C:11](=[CH:12][CH:13]=[CH:14][CH:15]=3)[N:10]=2)[CH2:3]1.[Cl:22][C:23]1[CH:24]=[C:25]([CH:28]=[CH:29][C:30]=1[Cl:31])[CH:26]=O.[BH4-].[Na+], predict the reaction product. The product is: [Cl:22][C:23]1[CH:24]=[C:25]([CH:28]=[CH:29][C:30]=1[Cl:31])[CH2:26][NH:1][C@H:2]1[CH2:7][CH2:6][CH2:5][C@H:4]([NH:8][C:9]2[N:18]=[C:17]([N:19]([CH3:21])[CH3:20])[C:16]3[C:11](=[CH:12][CH:13]=[CH:14][CH:15]=3)[N:10]=2)[CH2:3]1. (9) Given the reactants [Br:1][C:2]1[CH:18]=[CH:17][CH:16]=[C:15]([Cl:19])[C:3]=1[C:4]([NH:6][C:7]1[CH:12]=[CH:11][N:10]=[C:9]([Cl:13])[C:8]=1[F:14])=O.S(Cl)([Cl:22])=O, predict the reaction product. The product is: [Br:1][C:2]1[CH:18]=[CH:17][CH:16]=[C:15]([Cl:19])[C:3]=1[C:4]([Cl:22])=[N:6][C:7]1[CH:12]=[CH:11][N:10]=[C:9]([Cl:13])[C:8]=1[F:14].